This data is from Peptide-MHC class I binding affinity with 185,985 pairs from IEDB/IMGT. The task is: Regression. Given a peptide amino acid sequence and an MHC pseudo amino acid sequence, predict their binding affinity value. This is MHC class I binding data. (1) The peptide sequence is CFTSLVWAPLILA. The MHC is HLA-B18:01 with pseudo-sequence HLA-B18:01. The binding affinity (normalized) is 0. (2) The peptide sequence is RPMTYKAAL. The MHC is HLA-B83:01 with pseudo-sequence HLA-B83:01. The binding affinity (normalized) is 0.575.